From a dataset of Full USPTO retrosynthesis dataset with 1.9M reactions from patents (1976-2016). Predict the reactants needed to synthesize the given product. Given the product [ClH:35].[C:25]([O:24][CH2:23][CH2:22][CH2:21][CH2:20][C:19]1[C:18]2[C:13](=[CH:14][CH:15]=[CH:16][CH:17]=2)[NH:12][C:11]=1[CH:8]1[CH2:9][CH2:10][C:5]([CH2:1][CH2:2][CH2:3][CH3:4])([N:28]([CH3:30])[CH3:29])[CH2:6][CH2:7]1)(=[O:27])[CH3:26], predict the reactants needed to synthesize it. The reactants are: [CH2:1]([C:5]1([N:28]([CH3:30])[CH3:29])[CH2:10][CH2:9][CH:8]([C:11]2[NH:12][C:13]3[C:18]([C:19]=2[CH2:20][CH2:21][CH2:22][CH2:23][O:24][C:25](=[O:27])[CH3:26])=[CH:17][CH:16]=[CH:15][CH:14]=3)[CH2:7][CH2:6]1)[CH2:2][CH2:3][CH3:4].[Si]([Cl:35])(C)(C)C.